From a dataset of Peptide-MHC class II binding affinity with 134,281 pairs from IEDB. Regression. Given a peptide amino acid sequence and an MHC pseudo amino acid sequence, predict their binding affinity value. This is MHC class II binding data. (1) The peptide sequence is MHVSFVMAYPEMLAA. The MHC is DRB1_1302 with pseudo-sequence DRB1_1302. The binding affinity (normalized) is 0.367. (2) The peptide sequence is LEKLKAKIMRSERPQ. The MHC is DRB1_0802 with pseudo-sequence DRB1_0802. The binding affinity (normalized) is 0.445. (3) The peptide sequence is SMPFGKTPVLEIDGK. The MHC is HLA-DPA10103-DPB10401 with pseudo-sequence HLA-DPA10103-DPB10401. The binding affinity (normalized) is 0.370. (4) The peptide sequence is IPAGELQIIDKIDAA. The MHC is HLA-DPA10201-DPB10501 with pseudo-sequence HLA-DPA10201-DPB10501. The binding affinity (normalized) is 0.111.